Task: Binary Classification. Given a drug SMILES string, predict its activity (active/inactive) in a high-throughput screening assay against a specified biological target.. Dataset: Cav3 T-type calcium channel HTS with 100,875 compounds (1) The molecule is O=C(N1C(CC(N(c2ccccc2)C(=O)C)c2c1cccc2)C)CCC. The result is 0 (inactive). (2) The molecule is S(CC(=O)Nc1cc(cc(c1)C)C)c1[nH]c(N)c(NC(=O)c2sccc2)c(=O)n1. The result is 0 (inactive).